From a dataset of Forward reaction prediction with 1.9M reactions from USPTO patents (1976-2016). Predict the product of the given reaction. Given the reactants [I-].[CH3:2][S+](C)(C)=O.[H-].[Na+].[CH3:9][N:10]1[C:22]2[C:13](=[C:14]3[C:19](=[CH:20][CH:21]=2)[N:18]=[CH:17][CH:16]=[CH:15]3)[N:12]=[C:11]1/[CH:23]=[CH:24]/[C:25]1[CH:34]=[CH:33][C:32]2[C:27](=[CH:28][CH:29]=[CH:30][CH:31]=2)[N:26]=1.[OH-].[K+], predict the reaction product. The product is: [CH3:9][N:10]1[C:22]2[C:13](=[C:14]3[C:19](=[CH:20][CH:21]=2)[N:18]=[CH:17][CH:16]=[CH:15]3)[N:12]=[C:11]1[CH:23]1[CH2:2][CH:24]1[C:25]1[CH:34]=[CH:33][C:32]2[C:27](=[CH:28][CH:29]=[CH:30][CH:31]=2)[N:26]=1.